Dataset: Catalyst prediction with 721,799 reactions and 888 catalyst types from USPTO. Task: Predict which catalyst facilitates the given reaction. (1) Reactant: [N:1]1([C:6]2[CH:7]=[C:8]3[C:13](=[CH:14][CH:15]=2)[N:12]=[C:11]([C:16]2[CH:21]=[CH:20][CH:19]=[CH:18][CH:17]=2)[N:10]=[CH:9]3)[CH:5]=[CH:4][N:3]=[CH:2]1.[P:22](=[O:26])([OH:25])([OH:24])[OH:23]. Product: [P:22]([OH:26])([OH:25])([OH:24])=[O:23].[N:1]1([C:6]2[CH:7]=[C:8]3[C:13](=[CH:14][CH:15]=2)[N:12]=[C:11]([C:16]2[CH:21]=[CH:20][CH:19]=[CH:18][CH:17]=2)[N:10]=[CH:9]3)[CH:5]=[CH:4][N:3]=[CH:2]1. The catalyst class is: 14. (2) Reactant: [Cl:1][C:2]1[N:11]=[C:10]2[C:5]([C:6]([CH3:14])([CH3:13])[CH2:7][C:8](=O)[NH:9]2)=[CH:4][CH:3]=1.B(F)(F)F.CCOCC.[BH4-].[Na+].Cl.C(=O)(O)[O-].[Na+]. Product: [Cl:1][C:2]1[N:11]=[C:10]2[C:5]([C:6]([CH3:14])([CH3:13])[CH2:7][CH2:8][NH:9]2)=[CH:4][CH:3]=1. The catalyst class is: 56. (3) Reactant: [OH:1][C:2]1[CH:7]=[CH:6][C:5]([CH2:8][C:9]([CH3:22])([O:15][C:16]2[CH:21]=[CH:20][CH:19]=[CH:18][CH:17]=2)[C:10]([O:12][CH2:13][CH3:14])=[O:11])=[CH:4][CH:3]=1.Br[CH2:24][CH2:25][O:26][CH:27]1[CH2:32][CH2:31][CH2:30][CH2:29][O:28]1.C(=O)([O-])[O-].[K+].[K+]. Product: [CH3:22][C:9]([O:15][C:16]1[CH:17]=[CH:18][CH:19]=[CH:20][CH:21]=1)([CH2:8][C:5]1[CH:4]=[CH:3][C:2]([O:1][CH2:24][CH2:25][O:26][CH:27]2[CH2:32][CH2:31][CH2:30][CH2:29][O:28]2)=[CH:7][CH:6]=1)[C:10]([O:12][CH2:13][CH3:14])=[O:11]. The catalyst class is: 44. (4) Reactant: [F:1][C:2]([F:38])([F:37])[C:3]1[CH:4]=[C:5]([C:13]2([C:33]([F:36])([F:35])[F:34])[CH2:17][CH2:16][N:15]([C:18]3[CH:28]=[CH:27][C:21]([C:22](OCC)=[O:23])=[C:20]([C:29]([F:32])([F:31])[F:30])[N:19]=3)[CH2:14]2)[CH:6]=[C:7]([C:9]([F:12])([F:11])[F:10])[CH:8]=1.ClCCl.[H-].C([Al+]CC(C)C)C(C)C.O.O.O.O.O.O.O.O.O.O.S([O-])([O-])(=O)=O.[Na+].[Na+]. Product: [F:12][C:9]([F:10])([F:11])[C:7]1[CH:6]=[C:5]([C:13]2([C:33]([F:34])([F:35])[F:36])[CH2:17][CH2:16][N:15]([C:18]3[N:19]=[C:20]([C:29]([F:30])([F:31])[F:32])[C:21]([CH2:22][OH:23])=[CH:27][CH:28]=3)[CH2:14]2)[CH:4]=[C:3]([C:2]([F:38])([F:37])[F:1])[CH:8]=1. The catalyst class is: 175. (5) Reactant: C(O)=O.[NH2:4][CH2:5][CH2:6][C:7]1[CH:12]=[CH:11][C:10]([N:13]2[C:17]3=[N:18][CH:19]=[CH:20][CH:21]=[C:16]3[N:15]=[C:14]2[C:22]2[CH:23]=[C:24]([NH:28][C:29]([NH:31][CH2:32][CH2:33][CH2:34][CH2:35][CH2:36][CH3:37])=[O:30])[CH:25]=[CH:26][CH:27]=2)=[CH:9][CH:8]=1.C([Si]([O:55][C:56]1[CH:61]=[CH:60][C:59]([O:62][CH2:63][CH:64]2[CH2:66][O:65]2)=[CH:58][CH:57]=1)(C1C=CC=CC=1)C1C=CC=CC=1)(C)(C)C. Product: [CH2:32]([NH:31][C:29]([NH:28][C:24]1[CH:25]=[CH:26][CH:27]=[C:22]([C:14]2[N:13]([C:10]3[CH:11]=[CH:12][C:7]([CH2:6][CH2:5][NH:4][CH2:66][CH:64]([OH:65])[CH2:63][O:62][C:59]4[CH:60]=[CH:61][C:56]([OH:55])=[CH:57][CH:58]=4)=[CH:8][CH:9]=3)[C:17]3=[N:18][CH:19]=[CH:20][CH:21]=[C:16]3[N:15]=2)[CH:23]=1)=[O:30])[CH2:33][CH2:34][CH2:35][CH2:36][CH3:37]. The catalyst class is: 147.